From a dataset of Full USPTO retrosynthesis dataset with 1.9M reactions from patents (1976-2016). Predict the reactants needed to synthesize the given product. (1) Given the product [NH2:28][C:29]1([CH2:36][C:37]#[CH:38])[CH2:33][CH2:32][N:31]([CH3:34])[C:30]1=[O:35], predict the reactants needed to synthesize it. The reactants are: O.C(O)(=O)CC(CC(O)=O)(C(O)=O)O.C(=[N:28][C:29]1([CH2:36][C:37]#[CH:38])[CH2:33][CH2:32][N:31]([CH3:34])[C:30]1=[O:35])(C1C=CC=CC=1)C1C=CC=CC=1.CCOCC. (2) Given the product [CH3:7][C:8]1([CH3:20])[C:12]([CH3:13])([CH3:14])[O:11][B:10]([C:15]2[CH:19]=[N:18][N:17]([CH2:4][CH2:5][OH:1])[CH:16]=2)[O:9]1, predict the reactants needed to synthesize it. The reactants are: [O:1]1[CH2:5][CH2:4]OC1=O.[CH3:7][C:8]1([CH3:20])[C:12]([CH3:14])([CH3:13])[O:11][B:10]([C:15]2[CH:16]=[N:17][NH:18][CH:19]=2)[O:9]1.[OH-].[Na+].C. (3) The reactants are: [C:1]([NH:4][CH2:5][CH2:6][CH:7]([C:9]1[CH:18]=[CH:17][C:12]([C:13]([O:15]C)=[O:14])=[CH:11][CH:10]=1)[CH3:8])(=[O:3])[CH3:2]. Given the product [C:1]([NH:4][CH2:5][CH2:6][CH:7]([C:9]1[CH:10]=[CH:11][C:12]([C:13]([OH:15])=[O:14])=[CH:17][CH:18]=1)[CH3:8])(=[O:3])[CH3:2], predict the reactants needed to synthesize it. (4) Given the product [Cl:32][C:29]1[CH:30]=[CH:31][C:26]([S:23]([NH:22][C:21]2[C:16]([C:9]3[N:10]([C:11]4[CH:15]=[CH:14][O:13][N:12]=4)[C:6]([CH2:4][OH:3])=[N:7][N:8]=3)=[N:17][CH:18]=[C:19]([Cl:37])[CH:20]=2)(=[O:25])=[O:24])=[CH:27][C:28]=1[C:33]([F:36])([F:35])[F:34], predict the reactants needed to synthesize it. The reactants are: C([O:3][C:4]([C:6]1[N:10]([C:11]2[CH:15]=[CH:14][O:13][N:12]=2)[C:9]([C:16]2[C:21]([NH:22][S:23]([C:26]3[CH:31]=[CH:30][C:29]([Cl:32])=[C:28]([C:33]([F:36])([F:35])[F:34])[CH:27]=3)(=[O:25])=[O:24])=[CH:20][C:19]([Cl:37])=[CH:18][N:17]=2)=[N:8][N:7]=1)=O)C.[BH4-].[Li+].CO.Cl. (5) Given the product [CH2:1]([O:8][C:9]([N:11]1[CH2:20][CH2:19][C:18]2[C:13](=[CH:14][CH:15]=[CH:16][CH:17]=2)[CH:12]1[C:21]1[CH:26]=[C:25]([Cl:27])[CH:24]=[CH:23][C:22]=1[O:28][CH2:30][C:31]#[N:32])=[O:10])[C:2]1[CH:7]=[CH:6][CH:5]=[CH:4][CH:3]=1, predict the reactants needed to synthesize it. The reactants are: [CH2:1]([O:8][C:9]([N:11]1[CH2:20][CH2:19][C:18]2[C:13](=[CH:14][CH:15]=[CH:16][CH:17]=2)[CH:12]1[C:21]1[CH:26]=[C:25]([Cl:27])[CH:24]=[CH:23][C:22]=1[OH:28])=[O:10])[C:2]1[CH:7]=[CH:6][CH:5]=[CH:4][CH:3]=1.Cl[CH2:30][C:31]#[N:32].C(=O)([O-])[O-].[K+].[K+]. (6) Given the product [C:27]([O:26][C:24]([N:21]1[CH2:22][CH2:23][CH:18]([CH2:17][N:16]2[CH:7]=[CH:6][C:5]3[C:10](=[CH:11][CH:12]=[CH:13][C:4]=3[N+:1]([O-:3])=[O:2])[C:9]2=[O:14])[CH2:19][CH2:20]1)=[O:25])([CH3:30])([CH3:29])[CH3:28], predict the reactants needed to synthesize it. The reactants are: [N+:1]([C:4]1[CH:13]=[CH:12][CH:11]=[C:10]2[C:5]=1[CH:6]=[CH:7]O[C:9]2=[O:14])([O-:3])=[O:2].Cl.[NH2:16][CH2:17][CH:18]1[CH2:23][CH2:22][N:21]([C:24]([O:26][C:27]([CH3:30])([CH3:29])[CH3:28])=[O:25])[CH2:20][CH2:19]1.CO. (7) Given the product [C:1]1([S:7]([N:10]2[CH2:14][CH:13]([C:15]3[CH:20]=[CH:19][C:18]([C:31]4[CH:32]=[C:33]([CH3:36])[CH:34]=[CH:35][C:30]=4[CH3:29])=[CH:17][CH:16]=3)[N:12]([C:22]3[CH:27]=[CH:26][CH:25]=[CH:24][CH:23]=3)[C:11]2=[O:28])(=[O:9])=[O:8])[CH:6]=[CH:5][CH:4]=[CH:3][CH:2]=1, predict the reactants needed to synthesize it. The reactants are: [C:1]1([S:7]([N:10]2[CH2:14][CH:13]([C:15]3[CH:20]=[CH:19][C:18](Br)=[CH:17][CH:16]=3)[N:12]([C:22]3[CH:27]=[CH:26][CH:25]=[CH:24][CH:23]=3)[C:11]2=[O:28])(=[O:9])=[O:8])[CH:6]=[CH:5][CH:4]=[CH:3][CH:2]=1.[CH3:29][C:30]1[CH:35]=[CH:34][C:33]([CH3:36])=[CH:32][C:31]=1B(O)O.C(=O)([O-])[O-].[Na+].[Na+]. (8) Given the product [CH2:27]([N:22]([CH2:23][CH3:24])[C:29](=[O:30])[O:12][CH2:11][CH:10]([CH3:13])[CH:9]([S:8][C:5]1[CH:4]=[CH:3][C:2]([Cl:1])=[CH:7][CH:6]=1)[C:14]1[CH:19]=[C:18]([F:20])[CH:17]=[CH:16][C:15]=1[F:21])[CH3:26], predict the reactants needed to synthesize it. The reactants are: [Cl:1][C:2]1[CH:7]=[CH:6][C:5]([S:8][CH:9]([C:14]2[CH:19]=[C:18]([F:20])[CH:17]=[CH:16][C:15]=2[F:21])[CH:10]([CH3:13])[CH2:11][OH:12])=[CH:4][CH:3]=1.[N:22]1[CH:27]=[CH:26]C=[CH:24][CH:23]=1.Cl[C:29](OC1C=CC([N+]([O-])=O)=CC=1)=[O:30].C(NCC)C. (9) Given the product [CH3:23][O:22][C:18]([C:19]1[S:20][C:5]([CH:4]([O:15][CH2:16][CH3:17])[O:3][CH2:1][CH3:2])=[CH:6][C:7]=1[C:9]1[CH:14]=[CH:13][CH:12]=[CH:11][CH:10]=1)=[O:21], predict the reactants needed to synthesize it. The reactants are: [CH2:1]([O:3][CH:4]([O:15][CH2:16][CH3:17])[C:5]#[C:6][C:7]([C:9]1[CH:14]=[CH:13][CH:12]=[CH:11][CH:10]=1)=O)[CH3:2].[C:18]([O:22][CH3:23])(=[O:21])[CH2:19][SH:20].CO.C([O-])([O-])=O.[Cs+].[Cs+].[O-]S([O-])(=O)=O.[Mg+2]. (10) Given the product [C:1]([NH:8][C:9]1[CH:10]=[CH:11][C:12]2[O:17][CH2:16][CH:15]([CH2:18][OH:19])[O:14][C:13]=2[CH:20]=1)(=[O:3])[CH3:2], predict the reactants needed to synthesize it. The reactants are: [C:1](OC(=O)C)(=[O:3])[CH3:2].[NH2:8][C:9]1[CH:10]=[CH:11][C:12]2[O:17][CH2:16][CH:15]([CH2:18][OH:19])[O:14][C:13]=2[CH:20]=1.CCN(CC)CC.